The task is: Regression/Classification. Given a drug SMILES string, predict its toxicity properties. Task type varies by dataset: regression for continuous values (e.g., LD50, hERG inhibition percentage) or binary classification for toxic/non-toxic outcomes (e.g., AMES mutagenicity, cardiotoxicity, hepatotoxicity). Dataset: ld50_zhu.. This data is from Acute oral toxicity (LD50) regression data from Zhu et al.. (1) The molecule is COCCOC(C)OCCOC. The rat oral LD50 is 1.74, given as -log10 of the dose in mol/kg body weight (higher means more acutely toxic). (2) The drug is CC(=O)OC=CCOC(C)=O. The rat oral LD50 is 3.02, given as -log10 of the dose in mol/kg body weight (higher means more acutely toxic). (3) The compound is Cc1ccc(OC(=O)c2ccccc2)cc1. The rat oral LD50 is 1.91, given as -log10 of the dose in mol/kg body weight (higher means more acutely toxic). (4) The molecule is COC(=O)C(C(=O)Cc1c(C)n(C(=O)c2ccc(Cl)cc2)c2ccc(OC)cc12)C(=O)OC. The rat oral LD50 is 3.36, given as -log10 of the dose in mol/kg body weight (higher means more acutely toxic).